Dataset: Forward reaction prediction with 1.9M reactions from USPTO patents (1976-2016). Task: Predict the product of the given reaction. (1) The product is: [Cl:18][C:12]1[CH:13]=[CH:14][CH:15]=[C:16]([Cl:17])[C:11]=1[CH2:10][C:9]1[S:25][C:2]2[N:3]=[C:4]([S:21][CH3:22])[N:5]=[C:30]([OH:32])[C:7]=2[N:8]=1.[Cl:18][C:12]1[CH:13]=[CH:14][CH:15]=[C:16]([Cl:17])[C:11]=1[CH2:10][C:9]1[S:25][C:2]2[N:3]=[C:4]([S:21][CH3:22])[N:5]=[C:6]([O:29][CH2:28][CH3:27])[C:7]=2[N:8]=1. Given the reactants Cl[C:2]1[C:7]([NH:8][C:9](=O)[CH2:10][C:11]2[C:16]([Cl:17])=[CH:15][CH:14]=[CH:13][C:12]=2[Cl:18])=[C:6](Cl)[N:5]=[C:4]([S:21][CH3:22])[N:3]=1.NC(N)=[S:25].[CH3:27][CH2:28][OH:29].[CH:30]([OH:32])=O, predict the reaction product. (2) Given the reactants [C:1]1([C:7]2[C:12]([C:13]([F:16])([F:15])[F:14])=[N:11][NH:10][C:9](=O)[CH:8]=2)[CH:6]=[CH:5][CH:4]=[CH:3][CH:2]=1.P(Cl)(Cl)([Cl:20])=O.C(=O)([O-])O.[Na+].ClCCl, predict the reaction product. The product is: [Cl:20][C:9]1[N:10]=[N:11][C:12]([C:13]([F:16])([F:15])[F:14])=[C:7]([C:1]2[CH:6]=[CH:5][CH:4]=[CH:3][CH:2]=2)[CH:8]=1. (3) Given the reactants [C:1]([NH:4][C:5]1[S:6][C:7]([C:11]2[CH:12]=[C:13]([S:17](Cl)(=[O:19])=[O:18])[S:14][C:15]=2[Br:16])=[C:8]([CH3:10])[N:9]=1)(=[O:3])[CH3:2].C(N(CC)CC)C.Cl.[NH2:29][C@H:30]1[CH2:35][CH2:34][C@H:33]([OH:36])[CH2:32][CH2:31]1.CN(C=O)C, predict the reaction product. The product is: [Br:16][C:15]1[S:14][C:13]([S:17](=[O:19])(=[O:18])[NH:29][CH:30]2[CH2:35][CH2:34][CH:33]([OH:36])[CH2:32][CH2:31]2)=[CH:12][C:11]=1[C:7]1[S:6][C:5]([NH:4][C:1](=[O:3])[CH3:2])=[N:9][C:8]=1[CH3:10]. (4) The product is: [ClH:24].[ClH:24].[ClH:24].[N:17]1([CH:14]2[CH2:15][CH2:16][N:11]([CH2:10][CH2:9][CH2:8][NH2:7])[CH2:12][CH2:13]2)[CH2:22][CH2:21][CH2:20][CH2:19][CH2:18]1. Given the reactants C(OC(=O)[NH:7][CH2:8][CH2:9][CH2:10][N:11]1[CH2:16][CH2:15][CH:14]([N:17]2[CH2:22][CH2:21][CH2:20][CH2:19][CH2:18]2)[CH2:13][CH2:12]1)(C)(C)C.[ClH:24], predict the reaction product. (5) Given the reactants [O:1]([CH2:13][C@@H:14]([OH:29])[C@@H:15]([OH:28])[C@@H:16]1[O:25][C:20]([OH:24])([C:21](=[O:23])[OH:22])[CH2:19][C@H:18]([OH:26])[C@H:17]1[OH:27])[C@@H:2]1[O:10][C@H:9]([CH2:11][OH:12])[C@H:7]([OH:8])[C@H:5]([OH:6])[C@H:3]1[OH:4].[OH:30][C:31]([C:33]1([O:44][C@@H:43]([C@@H:45]([C@@H:47]([CH2:49][OH:50])[OH:48])[OH:46])[C@H:38]([NH:39][C:40]([CH3:42])=[O:41])[C@@H:36]([OH:37])[CH2:35]1)O)=[O:32].[Mg+2].[Cl-].[Cl-], predict the reaction product. The product is: [OH:32][C:31]([C@@:33]1([O:44][C@@H:43]([C@@H:45]([C@@H:47]([CH2:49][OH:50])[OH:48])[OH:46])[C@H:38]([NH:39][C:40]([CH3:42])=[O:41])[C@@H:36]([OH:37])[CH2:35]1)[O:6][C@H:5]1[C@@H:7]([OH:8])[C@@H:9]([CH2:11][OH:12])[O:10][C@@H:2]([O:1][CH2:13][C@@H:14]([OH:29])[C@@H:15]([OH:28])[C@@H:16]2[O:25][C:20]([OH:24])([C:21](=[O:22])[OH:23])[CH2:19][C@H:18]([OH:26])[C@H:17]2[OH:27])[C@@H:3]1[OH:4])=[O:30]. (6) Given the reactants Br[C:2]1[CH:16]=[N:15][C:5]2[NH:6][C:7]3[CH:12]=[N:11][C:10]([C:13]#[N:14])=[CH:9][C:8]=3[C:4]=2[CH:3]=1.[Cl-].[Li+].CCN(C(C)C)C(C)C.C([Sn](CCCC)(CCCC)[C:33]1[O:34][CH:35]=[CH:36][N:37]=1)CCC.[F-].[K+], predict the reaction product. The product is: [O:34]1[CH:35]=[CH:36][N:37]=[C:33]1[C:2]1[CH:16]=[N:15][C:5]2[NH:6][C:7]3[CH:12]=[N:11][C:10]([C:13]#[N:14])=[CH:9][C:8]=3[C:4]=2[CH:3]=1. (7) Given the reactants [Cl:1][C:2]1[CH:3]=[N:4][C:5]([N:11]2[CH2:14][CH:13]([O:15][C:16]3[CH:21]=[CH:20][CH:19]=[C:18]([F:22])[CH:17]=3)[CH2:12]2)=[C:6]([CH:10]=1)[C:7](O)=[O:8].Cl.[NH2:24][CH2:25][C:26]1[CH:35]=[CH:34][C:29]([C:30]([O:32][CH3:33])=[O:31])=[CH:28][CH:27]=1, predict the reaction product. The product is: [Cl:1][C:2]1[CH:3]=[N:4][C:5]([N:11]2[CH2:14][CH:13]([O:15][C:16]3[CH:21]=[CH:20][CH:19]=[C:18]([F:22])[CH:17]=3)[CH2:12]2)=[C:6]([CH:10]=1)[C:7]([NH:24][CH2:25][C:26]1[CH:27]=[CH:28][C:29]([C:30]([O:32][CH3:33])=[O:31])=[CH:34][CH:35]=1)=[O:8]. (8) Given the reactants [O:1]1[C:5]2[CH:6]=[CH:7][CH:8]=[CH:9][C:4]=2[CH:3]=[C:2]1[C:10]([NH:12][C:13]1([C:19]([NH:21][CH:22]2[CH2:27][CH2:26][N:25]([C:28]3[CH:33]=[CH:32][CH:31]=[CH:30][C:29]=3[NH:34][N:35]3[CH2:39][CH:38]=[CH:37][CH2:36]3)[CH2:24][CH:23]2[OH:40])=[O:20])[CH2:18][CH2:17][CH2:16][CH2:15][CH2:14]1)=[O:11].C(N(CC)CC)C, predict the reaction product. The product is: [O:1]1[C:5]2[CH:6]=[CH:7][CH:8]=[CH:9][C:4]=2[CH:3]=[C:2]1[C:10]([NH:12][C:13]1([C:19]([NH:21][CH:22]2[CH2:27][CH2:26][N:25]([C:28]3[CH:33]=[CH:32][CH:31]=[CH:30][C:29]=3[NH:34][N:35]3[CH2:36][CH:37]=[CH:38][CH2:39]3)[CH2:24][C:23]2=[O:40])=[O:20])[CH2:18][CH2:17][CH2:16][CH2:15][CH2:14]1)=[O:11]. (9) Given the reactants [CH3:1][O:2][C:3](=[O:22])[CH2:4][N:5]1[CH:9]=C(C2C=CC=C(S(C)(=O)=O)C=2)[C:7]([C:20]#[N:21])=[CH:6]1.[Cl:23][C:24]1[CH:25]=[C:26]([CH:29]=[C:30]([N+:32]([O-:34])=[O:33])[CH:31]=1)[CH:27]=O, predict the reaction product. The product is: [CH3:1][O:2][C:3](=[O:22])[CH2:4][N:5]1[CH:6]=[C:7]([C:20]#[N:21])[C:27]([C:26]2[CH:29]=[C:30]([N+:32]([O-:34])=[O:33])[CH:31]=[C:24]([Cl:23])[CH:25]=2)=[CH:9]1.